Dataset: Full USPTO retrosynthesis dataset with 1.9M reactions from patents (1976-2016). Task: Predict the reactants needed to synthesize the given product. (1) The reactants are: C([Li])(C)(C)C.CCCCC.Br[C:12]1[CH:17]=[CH:16][CH:15]=[C:14]([CH2:18][CH3:19])[N:13]=1.[CH2:20]([Sn:24](Cl)([CH2:29][CH2:30][CH2:31][CH3:32])[CH2:25][CH2:26][CH2:27][CH3:28])[CH2:21][CH2:22][CH3:23]. Given the product [CH2:18]([C:14]1[CH:15]=[CH:16][CH:17]=[C:12]([Sn:24]([CH2:25][CH2:26][CH2:27][CH3:28])([CH2:29][CH2:30][CH2:31][CH3:32])[CH2:20][CH2:21][CH2:22][CH3:23])[N:13]=1)[CH3:19], predict the reactants needed to synthesize it. (2) Given the product [CH3:25][C:24]1[N:27]([C:28]2[CH:33]=[CH:32][CH:31]=[CH:30][CH:29]=2)[C:20]([C:16]2[CH:17]=[CH:18][C:19]3[N:7]([C:1]4[CH:6]=[CH:5][CH:4]=[CH:3][CH:2]=4)[C:8]4[C:13]([C:14]=3[CH:15]=2)=[CH:12][CH:11]=[CH:10][CH:9]=4)=[N:22][N:23]=1, predict the reactants needed to synthesize it. The reactants are: [C:1]1([N:7]2[C:19]3[CH:18]=[CH:17][C:16]([C:20]([NH:22][NH2:23])=O)=[CH:15][C:14]=3[C:13]3[C:8]2=[CH:9][CH:10]=[CH:11][CH:12]=3)[CH:6]=[CH:5][CH:4]=[CH:3][CH:2]=1.[C:24]([NH:27][C:28]1[CH:33]=[CH:32][CH:31]=[CH:30][CH:29]=1)(=S)[CH3:25].C(O)CCC.